From a dataset of Reaction yield outcomes from USPTO patents with 853,638 reactions. Predict the reaction yield, written as a fraction of the theoretical maximum amount of product (1.0 means a 100% yield; for example, 0.34 means a 34% yield). (1) The product is [CH3:1][C:2]1[CH:23]=[C:22]([N:24]2[CH:28]=[C:27]([C:29]([F:30])([F:32])[F:31])[CH:26]=[N:25]2)[CH:21]=[CH:20][C:3]=1[O:4][CH:5]([C:9]1[CH:19]=[CH:18][C:12]([C:13]([OH:15])=[O:14])=[CH:11][CH:10]=1)[CH2:6][CH2:7][CH3:8]. The reactants are [CH3:1][C:2]1[CH:23]=[C:22]([N:24]2[CH:28]=[C:27]([C:29]([F:32])([F:31])[F:30])[CH:26]=[N:25]2)[CH:21]=[CH:20][C:3]=1[O:4][CH:5]([C:9]1[CH:19]=[CH:18][C:12]([C:13]([O:15]CC)=[O:14])=[CH:11][CH:10]=1)[CH2:6][CH2:7][CH3:8].[Li].CO.C1COCC1. The yield is 0.990. The catalyst is O. (2) The reactants are [NH2:1][CH2:2][C:3]1[CH:4]=[C:5]2[C:10](=[CH:11][CH:12]=1)[C:9](=[O:13])[N:8]([CH2:14][CH:15]([CH3:17])[CH3:16])[C:7]([CH2:18][NH:19][C:20](=[O:26])[O:21][C:22]([CH3:25])([CH3:24])[CH3:23])=[C:6]2[C:27]1[CH:32]=[CH:31][CH:30]=[CH:29][CH:28]=1.[CH3:33][S:34](Cl)(=[O:36])=[O:35].C(N(CC)CC)C. The catalyst is O1CCCC1. The product is [CH2:14]([N:8]1[C:7]([CH2:18][NH:19][C:20](=[O:26])[O:21][C:22]([CH3:25])([CH3:23])[CH3:24])=[C:6]([C:27]2[CH:28]=[CH:29][CH:30]=[CH:31][CH:32]=2)[C:5]2[C:10](=[CH:11][CH:12]=[C:3]([CH2:2][NH:1][S:34]([CH3:33])(=[O:36])=[O:35])[CH:4]=2)[C:9]1=[O:13])[CH:15]([CH3:17])[CH3:16]. The yield is 0.840.